This data is from Reaction yield outcomes from USPTO patents with 853,638 reactions. The task is: Predict the reaction yield, written as a fraction of the theoretical maximum amount of product (1.0 means a 100% yield; for example, 0.34 means a 34% yield). (1) The reactants are [CH3:1][NH:2][CH2:3][CH2:4][C:5]#[C:6][C:7]1[CH:12]=[CH:11][CH:10]=[CH:9][N:8]=1.[Cl:13][C:14]1[CH:22]=[CH:21][CH:20]=[C:19]([Cl:23])[C:15]=1[C:16](Cl)=[O:17]. No catalyst specified. The product is [Cl:13][C:14]1[CH:22]=[CH:21][CH:20]=[C:19]([Cl:23])[C:15]=1[C:16]([N:2]([CH3:1])[CH2:3][CH2:4][C:5]#[C:6][C:7]1[CH:12]=[CH:11][CH:10]=[CH:9][N:8]=1)=[O:17]. The yield is 0.450. (2) The reactants are Cl[C:2]1[CH:7]=[C:6]([Cl:8])[N:5]=[CH:4][C:3]=1[NH:9][C:10](=O)[C:11]([F:14])([F:13])[F:12].CC1C=CC([S:23]P2(SP(SC3C=CC(C)=CC=3)(=S)S2)=S)=CC=1.C(=O)([O-])[O-].[Na+].[Na+]. The catalyst is C1(C)C=CC=CC=1. The product is [Cl:8][C:6]1[N:5]=[CH:4][C:3]2[N:9]=[C:10]([C:11]([F:14])([F:13])[F:12])[S:23][C:2]=2[CH:7]=1. The yield is 0.700.